This data is from Full USPTO retrosynthesis dataset with 1.9M reactions from patents (1976-2016). The task is: Predict the reactants needed to synthesize the given product. (1) Given the product [F:1][C:2]1([F:24])[CH2:7][CH2:6][CH:5]([CH2:8][NH:9][C:10]([C:12]2[C:13]3[CH:14]=[CH:15][C:16]([N:38]4[CH2:39][CH2:40][C@H:36]([NH:35][CH3:34])[CH2:37]4)=[N:17][C:18]=3[CH:19]=[CH:20][C:21]=2[Cl:22])=[O:11])[CH2:4][CH2:3]1, predict the reactants needed to synthesize it. The reactants are: [F:1][C:2]1([F:24])[CH2:7][CH2:6][CH:5]([CH2:8][NH:9][C:10]([C:12]2[C:13]3[CH:14]=[CH:15][C:16](Cl)=[N:17][C:18]=3[CH:19]=[CH:20][C:21]=2[Cl:22])=[O:11])[CH2:4][CH2:3]1.CCN(C(C)C)C(C)C.[CH3:34][NH:35][C@H:36]1[CH2:40][CH2:39][NH:38][CH2:37]1. (2) Given the product [N:1]([CH:27]([CH2:28][I:5])[CH2:26][CH2:25][CH2:24][CH2:23][CH2:22][CH2:21][CH2:20][CH2:19][O:18][CH2:11][C:12]1[CH:17]=[CH:16][CH:15]=[CH:14][CH:13]=1)=[N+:2]=[N-:3], predict the reactants needed to synthesize it. The reactants are: [N-:1]=[N+:2]=[N-:3].[Na+].[I:5]Cl.IN=[N+]=[N-].[CH2:11]([O:18][CH2:19][CH2:20][CH2:21][CH2:22][CH2:23][CH2:24][CH2:25][CH2:26][CH:27]=[CH2:28])[C:12]1[CH:17]=[CH:16][CH:15]=[CH:14][CH:13]=1. (3) Given the product [CH2:14]([C:13]([C:18]1[S:22][C:21]([S:23]([OH:26])(=[O:25])=[O:24])=[C:20]([CH3:27])[CH:19]=1)([C:10]1[CH:11]=[CH:12][C:7]([OH:6])=[C:8]([CH3:28])[CH:9]=1)[CH2:16][CH3:17])[CH3:15], predict the reactants needed to synthesize it. The reactants are: C([Si](C)(C)[O:6][C:7]1[CH:12]=[CH:11][C:10]([C:13]([C:18]2[S:22][C:21]([S:23]([OH:26])(=[O:25])=[O:24])=[C:20]([CH3:27])[CH:19]=2)([CH2:16][CH3:17])[CH2:14][CH3:15])=[CH:9][C:8]=1[CH3:28])(C)(C)C.[F-].C([N+](CCCC)(CCCC)CCCC)CCC. (4) Given the product [Cl:18][C:15]1[CH:16]=[CH:17][C:12]([CH2:11][CH2:10][NH:9][C:4]2[CH:3]=[C:2]([C:24]3[CH:25]=[CH:26][CH:27]=[C:28]4[C:23]=3[CH:22]=[CH:21][CH:20]=[N:19]4)[N:7]=[C:6]([NH2:8])[N:5]=2)=[CH:13][CH:14]=1, predict the reactants needed to synthesize it. The reactants are: Cl[C:2]1[N:7]=[C:6]([NH2:8])[N:5]=[C:4]([NH:9][CH2:10][CH2:11][C:12]2[CH:17]=[CH:16][C:15]([Cl:18])=[CH:14][CH:13]=2)[CH:3]=1.[N:19]1[C:28]2[C:23](=[C:24](B(O)O)[CH:25]=[CH:26][CH:27]=2)[CH:22]=[CH:21][CH:20]=1.C(=O)([O-])[O-].[K+].[K+].